Dataset: Catalyst prediction with 721,799 reactions and 888 catalyst types from USPTO. Task: Predict which catalyst facilitates the given reaction. (1) Product: [S:1]1[C:5]2[CH:6]=[CH:7][CH:8]=[CH:9][C:4]=2[C:3]([N:10]2[CH2:11][CH2:12][N:13]([CH2:16][CH2:17][C:18]3[CH:19]=[CH:20][C:21]([NH:24][C:34](=[O:35])[C:33]([CH3:38])([CH3:37])[CH3:32])=[CH:22][CH:23]=3)[CH2:14][CH2:15]2)=[N:2]1. The catalyst class is: 1. Reactant: [S:1]1[C:5]2[CH:6]=[CH:7][CH:8]=[CH:9][C:4]=2[C:3]([N:10]2[CH2:15][CH2:14][N:13]([CH2:16][CH2:17][C:18]3[CH:23]=[CH:22][C:21]([NH2:24])=[CH:20][CH:19]=3)[CH2:12][CH2:11]2)=[N:2]1.C(N(CC)CC)C.[CH3:32][C:33]([CH3:38])([CH3:37])[C:34](Cl)=[O:35]. (2) Reactant: [NH:1]1[CH2:6][CH2:5][CH:4]([C:7]([O:9][CH3:10])=[O:8])[CH2:3][CH2:2]1.CCN(CC)CC.[CH3:18][C:19]([O:22][C:23](O[C:23]([O:22][C:19]([CH3:21])([CH3:20])[CH3:18])=[O:24])=[O:24])([CH3:21])[CH3:20]. Product: [N:1]1([C:23]([O:22][C:19]([CH3:21])([CH3:20])[CH3:18])=[O:24])[CH2:6][CH2:5][CH:4]([C:7]([O:9][CH3:10])=[O:8])[CH2:3][CH2:2]1. The catalyst class is: 2. (3) Reactant: Br[C:2]1[CH:3]=[C:4]([C:8]([O:10][CH3:11])=[O:9])[CH:5]=[N:6][CH:7]=1.[CH2:12]([Zn]CC)[CH3:13]. Product: [CH2:12]([C:2]1[CH:3]=[C:4]([C:8]([O:10][CH3:11])=[O:9])[CH:5]=[N:6][CH:7]=1)[CH3:13]. The catalyst class is: 12. (4) Reactant: [F:1][C:2]1[C:7]([F:8])=[CH:6][CH:5]=[CH:4][C:3]=1[CH2:9][S:10][C:11]1[N:16]=[C:15]([NH2:17])[C:14]([N:18]=O)=[C:13]([NH2:20])[N:12]=1.[O-]S(S([O-])=O)=O.[Na+].[Na+].S(=O)(=O)(O)O. Product: [F:1][C:2]1[C:7]([F:8])=[CH:6][CH:5]=[CH:4][C:3]=1[CH2:9][S:10][C:11]1[N:12]=[C:13]([NH2:20])[C:14]([NH2:18])=[C:15]([NH2:17])[N:16]=1. The catalyst class is: 6. (5) Reactant: [C:1](=[N:4][OH:5])([NH2:3])[CH3:2].[Cl:6][C:7]1[CH:12]=[CH:11][C:10]([C:13]2[C:19]3[CH:20]=[CH:21][CH:22]=[CH:23][C:18]=3[N:17]3[C:24]([CH3:27])=[N:25][N:26]=[C:16]3[CH:15]([CH2:28][C:29](OC(C)(C)C)=O)[CH:14]=2)=[CH:9][CH:8]=1.C[O-].[Na+].O. Product: [Cl:6][C:7]1[CH:12]=[CH:11][C:10]([C:13]2[C:19]3[CH:20]=[CH:21][CH:22]=[CH:23][C:18]=3[N:17]3[C:24]([CH3:27])=[N:25][N:26]=[C:16]3[CH:15]([CH2:28][C:29]3[O:5][N:4]=[C:1]([CH3:2])[N:3]=3)[CH:14]=2)=[CH:9][CH:8]=1. The catalyst class is: 60. (6) Reactant: C(=O)([O-])[O-].[K+].[K+].Br[C:8]1[CH:9]=[CH:10][C:11]([O:14][CH:15]2[CH2:20][CH2:19][N:18]([CH3:21])[CH2:17][CH2:16]2)=[N:12][CH:13]=1.[N+:22]([C:25]1[CH:30]=[CH:29][C:28](B(O)O)=[CH:27][CH:26]=1)([O-:24])=[O:23]. Product: [CH3:21][N:18]1[CH2:19][CH2:20][CH:15]([O:14][C:11]2[CH:10]=[CH:9][C:8]([C:28]3[CH:29]=[CH:30][C:25]([N+:22]([O-:24])=[O:23])=[CH:26][CH:27]=3)=[CH:13][N:12]=2)[CH2:16][CH2:17]1. The catalyst class is: 75. (7) Reactant: [CH:1]([C@H:14]1[CH2:20][C@H:19]2[C@H:17]([O:18]2)[CH2:16][O:15]1)([C:8]1[CH:13]=[CH:12][CH:11]=[CH:10][CH:9]=1)[C:2]1[CH:7]=[CH:6][CH:5]=[CH:4][CH:3]=1.[CH3:21][O:22][C:23]1[CH:30]=[CH:29][C:26]([CH2:27][NH2:28])=[CH:25][CH:24]=1. Product: [CH:1]([C@H:14]1[CH2:20][C@H:19]([OH:18])[C@@H:17]([NH:28][CH2:27][C:26]2[CH:29]=[CH:30][C:23]([O:22][CH3:21])=[CH:24][CH:25]=2)[CH2:16][O:15]1)([C:8]1[CH:13]=[CH:12][CH:11]=[CH:10][CH:9]=1)[C:2]1[CH:3]=[CH:4][CH:5]=[CH:6][CH:7]=1. The catalyst class is: 8. (8) Product: [F:1][C:2]1[CH:3]=[C:4]([C:12]2[N:13]=[C:14]([NH2:17])[NH:15][CH:16]=2)[CH:5]=[CH:6][C:7]=1[C:8]([F:11])([F:9])[F:10]. The catalyst class is: 24. Reactant: [F:1][C:2]1[CH:3]=[C:4]([C:12]2[N:13]=[C:14]([NH:17]C(=O)C)[NH:15][CH:16]=2)[CH:5]=[CH:6][C:7]=1[C:8]([F:11])([F:10])[F:9].OS(O)(=O)=O.C(=O)([O-])[O-].[K+].[K+]. (9) Reactant: O=[C:2]1[CH2:11][CH2:10][CH:9]2[CH:4]([CH2:5][CH:6]([C:16]([O:18][CH2:19][CH3:20])=[O:17])[N:7]([C:12]([O:14][CH3:15])=[O:13])[CH2:8]2)[CH2:3]1.C([NH2:28])C1C=CC=CC=1.C(O)(=O)C.C(O[BH-](OC(=O)C)OC(=O)C)(=O)C.[Na+]. Product: [NH2:28][C@H:2]1[CH2:11][CH2:10][C@@H:9]2[C@@H:4]([CH2:5][C@@H:6]([C:16]([O:18][CH2:19][CH3:20])=[O:17])[N:7]([C:12]([O:14][CH3:15])=[O:13])[CH2:8]2)[CH2:3]1. The catalyst class is: 26.